Dataset: Full USPTO retrosynthesis dataset with 1.9M reactions from patents (1976-2016). Task: Predict the reactants needed to synthesize the given product. (1) The reactants are: [C:1]1([C:7]2[NH:8][C:9]([C:15]3[CH:20]=[CH:19][N:18]=[CH:17][CH:16]=3)=[CH:10][C:11]=2[C:12](N)=[O:13])[CH:6]=[CH:5][CH:4]=[CH:3][CH:2]=1.C1([C:40]2[CH:45]=CC=CC=2)C=CC=CC=1P(C1CCCCC1)C1CCCCC1.CC([O-:50])(C)C.[Na+].[CH3:52][N:53]1[CH2:58][CH2:57][NH:56][CH2:55][CH2:54]1. Given the product [CH2:45]([O:13][C:12]([C:11]1[CH:10]=[C:9]([C:15]2[CH:20]=[CH:19][N:18]=[CH:17][CH:16]=2)[NH:8][C:7]=1[C:1]1[CH:6]=[CH:5][C:4]([N:56]2[CH2:57][CH2:58][N:53]([CH3:52])[CH2:54][CH2:55]2)=[CH:3][CH:2]=1)=[O:50])[CH3:40], predict the reactants needed to synthesize it. (2) Given the product [OH:1][C@@:2]1([C:17]([OH:21])=[O:18])[C:11]2[C:6](=[C:7]([O:13][CH:14]([F:15])[F:16])[CH:8]=[C:9]([Cl:12])[CH:10]=2)[O:5][CH2:4][CH2:3]1, predict the reactants needed to synthesize it. The reactants are: [OH:1][C@@:2]1([CH2:17][OH:18])[C:11]2[C:6](=[C:7]([O:13][CH:14]([F:16])[F:15])[CH:8]=[C:9]([Cl:12])[CH:10]=2)[O:5][CH2:4][CH2:3]1.O.C(=O)([O-])[OH:21].[Na+]. (3) Given the product [F:21][C:13]1[CH:14]=[C:15]([N+:18]([O-:20])=[O:19])[CH:16]=[CH:17][C:12]=1[N:8]1[CH2:9][CH:5]2[CH2:4][CH:3]([OH:2])[CH2:10][CH:6]2[CH2:7]1, predict the reactants needed to synthesize it. The reactants are: Cl.[OH:2][CH:3]1[CH2:10][CH:6]2[CH2:7][NH:8][CH2:9][CH:5]2[CH2:4]1.F[C:12]1[CH:17]=[CH:16][C:15]([N+:18]([O-:20])=[O:19])=[CH:14][C:13]=1[F:21].C(N(CC)C(C)C)(C)C. (4) The reactants are: [Cl:1][C:2]1[CH:3]=[CH:4][C:5]([N:32]2[CH:36]=[N:35][N:34]=[N:33]2)=[C:6]([C:8]2[CH:16]=[C:15]3[N:11]([CH:12]([C:17]4[NH:18][CH:19]=[C:20]([C:22]5[CH:30]=[CH:29][C:25]([C:26]([NH2:28])=O)=[CH:24][CH:23]=5)[N:21]=4)[CH2:13][CH2:14]3)[C:10](=[O:31])[CH:9]=2)[CH:7]=1.COC1C=CC(P2(SP(C3C=CC(OC)=CC=3)(=S)S2)=[S:46])=CC=1. Given the product [Cl:1][C:2]1[CH:3]=[CH:4][C:5]([N:32]2[CH:36]=[N:35][N:34]=[N:33]2)=[C:6]([C:8]2[CH:16]=[C:15]3[N:11]([CH:12]([C:17]4[NH:21][C:20]([C:22]5[CH:30]=[CH:29][C:25]([C:26](=[S:46])[NH2:28])=[CH:24][CH:23]=5)=[CH:19][N:18]=4)[CH2:13][CH2:14]3)[C:10](=[O:31])[CH:9]=2)[CH:7]=1, predict the reactants needed to synthesize it. (5) Given the product [CH2:1]([O:3][C:4]([C:6]1[C:7]([Cl:14])=[N:8][C:9]([N:21]2[CH2:26][CH2:25][O:24][CH2:23][CH2:22]2)=[CH:10][C:11]=1[CH3:12])=[O:5])[CH3:2], predict the reactants needed to synthesize it. The reactants are: [CH2:1]([O:3][C:4]([C:6]1[C:7]([Cl:14])=[N:8][C:9](Cl)=[CH:10][C:11]=1[CH3:12])=[O:5])[CH3:2].C(=O)([O-])[O-].[K+].[K+].[NH:21]1[CH2:26][CH2:25][O:24][CH2:23][CH2:22]1.O. (6) Given the product [S:1]([O-:5])([O-:4])(=[O:3])=[O:2].[Na+:7].[Na+:7].[OH-:9].[Al+3:6].[OH-:14].[OH-:20], predict the reactants needed to synthesize it. The reactants are: [S:1]([O-:5])([O-:4])(=[O:3])=[O:2].[Al+3:6].[Na+:7].S([O-])([O-])(=O)=[O:9].S([O-])([O-])(=O)=[O:14].[Na+].[Na+].[OH-:20].[Na+]. (7) Given the product [Cl:1][C:2]1[C:7]2[N:8]=[CH:15][N:9]([N:10]([CH3:12])[CH3:11])[C:6]=2[C:5]([CH3:13])=[C:4]([CH3:14])[N:3]=1, predict the reactants needed to synthesize it. The reactants are: [Cl:1][C:2]1[C:7]([NH2:8])=[C:6]([NH:9][N:10]([CH3:12])[CH3:11])[C:5]([CH3:13])=[C:4]([CH3:14])[N:3]=1.[CH:15](OCC)(OCC)OCC.Cl.N1C=CC=CC=1.C1(C)C=CC=CC=1.